Dataset: Forward reaction prediction with 1.9M reactions from USPTO patents (1976-2016). Task: Predict the product of the given reaction. Given the reactants [NH:1]1[CH2:6][CH2:5][C:4]2([O:11][C:10]3[C:12]4[C:17]([C:18](=[O:21])[C:19](=[O:20])[C:9]=3[S:8][CH2:7]2)=[CH:16][CH:15]=[CH:14][CH:13]=4)[CH2:3][CH2:2]1.[O:22]([CH2:29][CH:30]1[CH2:32][O:31]1)[C:23]1[CH:28]=[CH:27][CH:26]=[CH:25][CH:24]=1, predict the reaction product. The product is: [OH:31][CH:30]([CH2:29][O:22][C:23]1[CH:28]=[CH:27][CH:26]=[CH:25][CH:24]=1)[CH2:32][N:1]1[CH2:2][CH2:3][C:4]2([O:11][C:10]3[C:12]4[C:17]([C:18](=[O:21])[C:19](=[O:20])[C:9]=3[S:8][CH2:7]2)=[CH:16][CH:15]=[CH:14][CH:13]=4)[CH2:5][CH2:6]1.